From a dataset of Catalyst prediction with 721,799 reactions and 888 catalyst types from USPTO. Predict which catalyst facilitates the given reaction. (1) Reactant: Br[C:2]1[CH:3]=[C:4]2[C:9](=[CH:10][CH:11]=1)[C:8]([O:12][Si:13]([CH:20]([CH3:22])[CH3:21])([CH:17]([CH3:19])[CH3:18])[CH:14]([CH3:16])[CH3:15])=[CH:7][CH:6]=[CH:5]2.C([Li])CCC.[Cl:28][CH2:29][C:30](N(OC)C)=[O:31]. Product: [Cl:28][CH2:29][C:30]([C:2]1[CH:11]=[CH:10][C:9]2[C:4](=[CH:5][CH:6]=[CH:7][C:8]=2[O:12][Si:13]([CH:14]([CH3:16])[CH3:15])([CH:20]([CH3:22])[CH3:21])[CH:17]([CH3:19])[CH3:18])[CH:3]=1)=[O:31]. The catalyst class is: 7. (2) Reactant: [CH3:1][NH:2][C@@H:3]1[CH2:7][CH2:6][N:5]([C:8]([O:10][C:11]([CH3:14])([CH3:13])[CH3:12])=[O:9])[CH2:4]1.[CH:15]1([S:18](Cl)(=[O:20])=[O:19])[CH2:17][CH2:16]1.CCN(C(C)C)C(C)C.O. Product: [CH3:1][N:2]([C@@H:3]1[CH2:7][CH2:6][N:5]([C:8]([O:10][C:11]([CH3:14])([CH3:13])[CH3:12])=[O:9])[CH2:4]1)[S:18]([CH:15]1[CH2:17][CH2:16]1)(=[O:20])=[O:19]. The catalyst class is: 1. (3) Reactant: [C:1]([O:5][C:6]([N:8]1[CH2:16][C:15]2[C:10](=[N:11][CH:12]=[C:13]([C:17](O)=[O:18])[CH:14]=2)[C@@H:9]1[CH2:20][CH3:21])=[O:7])([CH3:4])([CH3:3])[CH3:2].CN(C(ON1N=NC2C=CC=NC1=2)=[N+](C)C)C.F[P-](F)(F)(F)(F)F.C(N(CC)CC)C.[NH2:53][C@H:54]([C:57]1[CH:62]=[CH:61][C:60]([S:63]([CH2:66][CH3:67])(=[O:65])=[O:64])=[CH:59][CH:58]=1)[CH2:55][OH:56]. Product: [CH2:20]([C@H:9]1[C:10]2=[N:11][CH:12]=[C:13]([C:17](=[O:18])[NH:53][C@H:54]([C:57]3[CH:58]=[CH:59][C:60]([S:63]([CH2:66][CH3:67])(=[O:65])=[O:64])=[CH:61][CH:62]=3)[CH2:55][OH:56])[CH:14]=[C:15]2[CH2:16][N:8]1[C:6]([O:5][C:1]([CH3:2])([CH3:3])[CH3:4])=[O:7])[CH3:21]. The catalyst class is: 18. (4) Reactant: [F:1][C:2]([F:28])([F:27])[CH:3]([C:18]1[CH:23]=[C:22]([Cl:24])[C:21]([Cl:25])=[C:20]([Cl:26])[CH:19]=1)/[CH:4]=[CH:5]/[C:6]1[C:15]2[C:10](=[CH:11][CH:12]=[CH:13][CH:14]=2)[C:9]([CH2:16][NH2:17])=[CH:8][CH:7]=1.[F:29][C:30]([F:36])([F:35])[CH2:31][C:32](O)=[O:33].C1C=CC2N(O)N=NC=2C=1.CCN=C=NCCCN(C)C.Cl.CCN(C(C)C)C(C)C. Product: [F:29][C:30]([F:36])([F:35])[CH2:31][C:32]([NH:17][CH2:16][C:9]1[C:10]2[C:15](=[CH:14][CH:13]=[CH:12][CH:11]=2)[C:6](/[CH:5]=[CH:4]/[CH:3]([C:18]2[CH:19]=[C:20]([Cl:26])[C:21]([Cl:25])=[C:22]([Cl:24])[CH:23]=2)[C:2]([F:1])([F:27])[F:28])=[CH:7][CH:8]=1)=[O:33]. The catalyst class is: 34. (5) Reactant: [CH3:1][C:2]1([CH3:21])[CH:4]([CH2:5][N:6]2[C:14](=[O:15])C3C(=CC=CC=3)C2=O)[CH:3]1C(OC)=O.O.NN. Product: [CH3:21][C:2]1([CH3:1])[CH:3]2[CH:4]1[CH2:5][NH:6][C:14]2=[O:15]. The catalyst class is: 5. (6) Reactant: [CH3:1][O:2][C:3](=[O:15])[C:4]1[CH:9]=[C:8](I)[C:7]([CH:11]([F:13])[CH3:12])=[CH:6][C:5]=1[NH2:14].[CH3:16][N:17]1[C:21]([Sn](CCCC)(CCCC)CCCC)=[CH:20][CH:19]=[N:18]1. Product: [CH3:1][O:2][C:3](=[O:15])[C:4]1[CH:9]=[C:8]([C:21]2[N:17]([CH3:16])[N:18]=[CH:19][CH:20]=2)[C:7]([CH:11]([F:13])[CH3:12])=[CH:6][C:5]=1[NH2:14]. The catalyst class is: 184. (7) Reactant: [CH3:1][O:2][C:3]1[C:4]([CH3:15])=[C:5]([CH2:12][C:13]#[N:14])[CH:6]=[CH:7][C:8]=1[N+:9]([O-])=O. Product: [NH2:9][C:8]1[CH:7]=[CH:6][C:5]([CH2:12][C:13]#[N:14])=[C:4]([CH3:15])[C:3]=1[O:2][CH3:1]. The catalyst class is: 29. (8) Product: [C:3]([CH2:5][O:6][C:7]1[CH:8]=[C:9]([CH:13]=[CH:14][C:15]([C:17]2[C:18](=[O:25])[NH:19][C:20]([CH3:24])=[CH:21][C:22]=2[CH3:23])=[O:16])[CH:10]=[CH:11][CH:12]=1)([OH:4])=[O:2]. The catalyst class is: 5. Reactant: C[O:2][C:3]([CH2:5][O:6][C:7]1[CH:8]=[C:9]([CH:13]=[CH:14][C:15]([C:17]2[C:18](=[O:25])[NH:19][C:20]([CH3:24])=[CH:21][C:22]=2[CH3:23])=[O:16])[CH:10]=[CH:11][CH:12]=1)=[O:4].[OH-].[Na+].Cl.